Task: Predict the product of the given reaction.. Dataset: Forward reaction prediction with 1.9M reactions from USPTO patents (1976-2016) Given the reactants C([O:8][CH2:9][CH2:10][CH2:11][CH2:12][O:13][C:14]1[CH:15]=[CH:16][C:17]2[CH:23]=[CH:22][NH:21][C:20](=[O:24])[NH:19][C:18]=2[N:25]=1)C1C=CC=CC=1, predict the reaction product. The product is: [OH:8][CH2:9][CH2:10][CH2:11][CH2:12][O:13][C:14]1[CH:15]=[CH:16][C:17]2[CH2:23][CH2:22][NH:21][C:20](=[O:24])[NH:19][C:18]=2[N:25]=1.